Dataset: Peptide-MHC class II binding affinity with 134,281 pairs from IEDB. Task: Regression. Given a peptide amino acid sequence and an MHC pseudo amino acid sequence, predict their binding affinity value. This is MHC class II binding data. (1) The peptide sequence is YTVALFLAVALVAGP. The MHC is HLA-DQA10101-DQB10501 with pseudo-sequence HLA-DQA10101-DQB10501. The binding affinity (normalized) is 0.0858. (2) The peptide sequence is MSQIMYNYPAMMAHA. The MHC is HLA-DPA10301-DPB10402 with pseudo-sequence HLA-DPA10301-DPB10402. The binding affinity (normalized) is 0.371. (3) The peptide sequence is PQHMLMRVAVGIHQW. The MHC is DRB1_1201 with pseudo-sequence DRB1_1201. The binding affinity (normalized) is 0.234. (4) The peptide sequence is KYFAATQFEPLAARL. The MHC is DRB1_0401 with pseudo-sequence DRB1_0401. The binding affinity (normalized) is 0.455. (5) The peptide sequence is YVDRFYKTLRAEQASQEV. The MHC is HLA-DPA10201-DPB10101 with pseudo-sequence HLA-DPA10201-DPB10101. The binding affinity (normalized) is 0.493. (6) The peptide sequence is ILQLLKDFLELLRYL. The MHC is DRB1_1501 with pseudo-sequence DRB1_1501. The binding affinity (normalized) is 0.163. (7) The peptide sequence is GLAFQEMENFLGPIA. The MHC is DRB1_0801 with pseudo-sequence DRB1_0801. The binding affinity (normalized) is 0.422.